From a dataset of Full USPTO retrosynthesis dataset with 1.9M reactions from patents (1976-2016). Predict the reactants needed to synthesize the given product. (1) The reactants are: Cl[C:2]1[CH:11]=[CH:10][CH:9]=[C:8]2[C:3]=1[CH2:4][CH2:5][C:6](=[O:12])[NH:7]2.[C-:13]#[N:14].[Na+]. Given the product [O:12]=[C:6]1[CH2:5][CH2:4][C:3]2[C:2]([C:13]#[N:14])=[CH:11][CH:10]=[CH:9][C:8]=2[NH:7]1, predict the reactants needed to synthesize it. (2) The reactants are: [CH3:1][O:2][C:3]1[CH:4]=[CH:5][C:6]([N+:19]([O-])=O)=[C:7]([CH:18]=1)[NH:8][CH2:9][C:10]1[CH:15]=[CH:14][C:13]([O:16][CH3:17])=[CH:12][CH:11]=1.CC(O)=O.CCO. Given the product [CH3:1][O:2][C:3]1[CH:18]=[C:7]([NH:8][CH2:9][C:10]2[CH:11]=[CH:12][C:13]([O:16][CH3:17])=[CH:14][CH:15]=2)[C:6]([NH2:19])=[CH:5][CH:4]=1, predict the reactants needed to synthesize it. (3) Given the product [ClH:11].[CH2:1]([NH:4][C:5]1[C:6]2[S:14][CH:13]=[C:12]([CH3:15])[C:7]=2[N:8]=[C:9]([N:19]([CH2:20][CH:21]=[CH2:22])[CH2:16][CH:17]=[CH2:18])[N:10]=1)[CH:2]=[CH2:3], predict the reactants needed to synthesize it. The reactants are: [CH2:1]([NH:4][C:5]1[C:6]2[S:14][CH:13]=[C:12]([CH3:15])[C:7]=2[N:8]=[C:9]([Cl:11])[N:10]=1)[CH:2]=[CH2:3].[CH2:16]([NH:19][CH2:20][CH:21]=[CH2:22])[CH:17]=[CH2:18].C(=O)([O-])O.[Na+]. (4) The reactants are: [N:1]1[CH:6]=[CH:5][C:4]([C:7]2[N:8]=[C:9]3[CH2:15][CH2:14][CH2:13][CH2:12][CH2:11][N:10]3[C:16](=[O:18])[CH:17]=2)=[N:3][CH:2]=1.[CH3:19][Si]([N-][Si](C)(C)C)(C)C.[Li+].CI. Given the product [CH3:19][CH:15]1[CH2:14][CH2:13][CH2:12][CH2:11][N:10]2[C:16](=[O:18])[CH:17]=[C:7]([C:4]3[CH:5]=[CH:6][N:1]=[CH:2][N:3]=3)[N:8]=[C:9]12, predict the reactants needed to synthesize it. (5) Given the product [CH3:18][C:19]1[CH:20]=[C:21]([N:13]2[C:14]3[C:10](=[C:9]([O:8][CH2:7][C:1]4[CH:2]=[CH:3][CH:4]=[CH:5][CH:6]=4)[CH:17]=[CH:16][CH:15]=3)[CH:11]=[N:12]2)[CH:22]=[CH:23][C:24]=1[O:25][CH3:26], predict the reactants needed to synthesize it. The reactants are: [C:1]1([CH2:7][O:8][C:9]2[CH:17]=[CH:16][CH:15]=[C:14]3[C:10]=2[CH:11]=[N:12][NH:13]3)[CH:6]=[CH:5][CH:4]=[CH:3][CH:2]=1.[CH3:18][C:19]1[CH:20]=[C:21](B(O)O)[CH:22]=[CH:23][C:24]=1[O:25][CH3:26].N1C=CC=CC=1. (6) Given the product [CH2:15]([N:11]1[C:12]2[C:7](=[CH:6][C:5]([OH:4])=[CH:14][CH:13]=2)[C:8](=[O:20])[N:9]([CH2:18][CH3:19])[C:10]1=[O:17])[CH3:16], predict the reactants needed to synthesize it. The reactants are: C([O:4][C:5]1[CH:6]=[C:7]2[C:12](=[CH:13][CH:14]=1)[N:11]([CH2:15][CH3:16])[C:10](=[O:17])[N:9]([CH2:18][CH3:19])[C:8]2=[O:20])(=O)C.C(=O)([O-])[O-].[K+].[K+].Cl. (7) Given the product [ClH:36].[CH3:7][O:8][C:9]1[C:10]([O:32][CH3:33])=[CH:11][C:12]2[C:13]([C:24]3[CH:29]=[CH:28][C:27]([O:30][CH3:31])=[CH:26][CH:25]=3)=[C:14]3[CH2:21][N:20]([CH3:23])[CH2:19][CH2:18][N:15]3[C:16]=2[CH:17]=1.[ClH:36], predict the reactants needed to synthesize it. The reactants are: [H-].[H-].[H-].[H-].[Li+].[Al+3].[CH3:7][O:8][C:9]1[C:10]([O:32][CH3:33])=[CH:11][C:12]2[C:13]([C:24]3[CH:29]=[CH:28][C:27]([O:30][CH3:31])=[CH:26][CH:25]=3)=[C:14]3[C:21](=O)[N:20]([CH3:23])[CH2:19][CH2:18][N:15]3[C:16]=2[CH:17]=1.[OH-].[Na+].[ClH:36].